Dataset: NCI-60 drug combinations with 297,098 pairs across 59 cell lines. Task: Regression. Given two drug SMILES strings and cell line genomic features, predict the synergy score measuring deviation from expected non-interaction effect. (1) Drug 1: C1=NC2=C(N1)C(=S)N=CN2. Drug 2: CN(CCCl)CCCl.Cl. Cell line: TK-10. Synergy scores: CSS=43.8, Synergy_ZIP=-4.13, Synergy_Bliss=-1.16, Synergy_Loewe=-6.21, Synergy_HSA=-0.407. (2) Drug 1: C1=CC(=CC=C1CCCC(=O)O)N(CCCl)CCCl. Drug 2: COC1=NC(=NC2=C1N=CN2C3C(C(C(O3)CO)O)O)N. Cell line: HCC-2998. Synergy scores: CSS=0.561, Synergy_ZIP=-1.49, Synergy_Bliss=2.31, Synergy_Loewe=-3.88, Synergy_HSA=-1.11. (3) Drug 1: CNC(=O)C1=CC=CC=C1SC2=CC3=C(C=C2)C(=NN3)C=CC4=CC=CC=N4. Drug 2: CC(C1=C(C=CC(=C1Cl)F)Cl)OC2=C(N=CC(=C2)C3=CN(N=C3)C4CCNCC4)N. Cell line: A549. Synergy scores: CSS=28.6, Synergy_ZIP=0.166, Synergy_Bliss=5.29, Synergy_Loewe=3.41, Synergy_HSA=5.14. (4) Drug 1: C1=C(C(=O)NC(=O)N1)F. Drug 2: C#CCC(CC1=CN=C2C(=N1)C(=NC(=N2)N)N)C3=CC=C(C=C3)C(=O)NC(CCC(=O)O)C(=O)O. Cell line: HCT-15. Synergy scores: CSS=36.6, Synergy_ZIP=-0.106, Synergy_Bliss=-4.24, Synergy_Loewe=-4.07, Synergy_HSA=-4.07. (5) Drug 1: CC(C)NC(=O)C1=CC=C(C=C1)CNNC.Cl. Cell line: M14. Drug 2: COC1=C2C(=CC3=C1OC=C3)C=CC(=O)O2. Synergy scores: CSS=-4.49, Synergy_ZIP=1.58, Synergy_Bliss=0.0706, Synergy_Loewe=-5.57, Synergy_HSA=-4.76.